This data is from NCI-60 drug combinations with 297,098 pairs across 59 cell lines. The task is: Regression. Given two drug SMILES strings and cell line genomic features, predict the synergy score measuring deviation from expected non-interaction effect. Drug 1: CCC1(CC2CC(C3=C(CCN(C2)C1)C4=CC=CC=C4N3)(C5=C(C=C6C(=C5)C78CCN9C7C(C=CC9)(C(C(C8N6C=O)(C(=O)OC)O)OC(=O)C)CC)OC)C(=O)OC)O.OS(=O)(=O)O. Drug 2: CC1C(C(CC(O1)OC2CC(CC3=C2C(=C4C(=C3O)C(=O)C5=C(C4=O)C(=CC=C5)OC)O)(C(=O)CO)O)N)O.Cl. Cell line: M14. Synergy scores: CSS=35.0, Synergy_ZIP=-2.91, Synergy_Bliss=0.760, Synergy_Loewe=1.06, Synergy_HSA=1.13.